This data is from Catalyst prediction with 721,799 reactions and 888 catalyst types from USPTO. The task is: Predict which catalyst facilitates the given reaction. (1) Reactant: Br[C:2]1[CH:7]=[C:6]([O:8][CH3:9])[CH:5]=[C:4]([O:10][CH3:11])[CH:3]=1.[Mg].II.[P:15](Cl)(=[O:22])([O:19][CH2:20][CH3:21])[O:16][CH2:17][CH3:18]. Product: [CH3:11][O:10][C:4]1[CH:3]=[C:2]([P:15](=[O:22])([O:19][CH2:20][CH3:21])[O:16][CH2:17][CH3:18])[CH:7]=[C:6]([O:8][CH3:9])[CH:5]=1. The catalyst class is: 220. (2) Reactant: CC[N:3]=C=NCCCN(C)C.Cl.C(N(C(C)C)CC)(C)C.[Cl-].[NH4+].[C:24]([O:28][C:29]([NH:31][CH:32]([CH:36]1[CH2:38][CH2:37]1)[C:33](O)=[O:34])=[O:30])([CH3:27])([CH3:26])[CH3:25].C(=O)([O-])O.[Na+]. Product: [C:24]([O:28][C:29](=[O:30])[NH:31][CH:32]([CH:36]1[CH2:38][CH2:37]1)[C:33]([NH2:3])=[O:34])([CH3:27])([CH3:26])[CH3:25]. The catalyst class is: 18. (3) Reactant: [F:1][C:2]1[CH:3]=[C:4]([C:13]2[S:14][CH:15]=[CH:16][CH:17]=2)[CH:5]=[CH:6][C:7]=1[CH2:8][CH2:9][CH2:10][CH2:11][CH3:12].[Li]CCCC.[Br:23]Br. Product: [Br:23][C:15]1[S:14][C:13]([C:4]2[CH:5]=[CH:6][C:7]([CH2:8][CH2:9][CH2:10][CH2:11][CH3:12])=[C:2]([F:1])[CH:3]=2)=[CH:17][CH:16]=1. The catalyst class is: 680.